Predict the reaction yield, written as a fraction of the theoretical maximum amount of product (1.0 means a 100% yield; for example, 0.34 means a 34% yield). From a dataset of Reaction yield outcomes from USPTO patents with 853,638 reactions. (1) The reactants are [OH:1][C:2]1[CH:7]=[CH:6][CH:5]=[CH:4][C:3]=1[C:8]1[N:17]=[C:16]([N:18]2[CH2:23][CH2:22][CH2:21][C@@H:20]([CH2:24][NH:25]C(=O)[O-])[CH2:19]2)[C:15]2[C:10](=[CH:11][C:12]([CH3:29])=[CH:13][CH:14]=2)[N:9]=1.C(O)(C(F)(F)F)=O.[OH-].[Na+]. The catalyst is C(Cl)Cl. The product is [NH2:25][CH2:24][C@@H:20]1[CH2:21][CH2:22][CH2:23][N:18]([C:16]2[C:15]3[C:10](=[CH:11][C:12]([CH3:29])=[CH:13][CH:14]=3)[N:9]=[C:8]([C:3]3[CH:4]=[CH:5][CH:6]=[CH:7][C:2]=3[OH:1])[N:17]=2)[CH2:19]1. The yield is 0.740. (2) The reactants are [Cl:1][C:2]1[C:3]([O:12][C:13]2[CH:18]=[C:17]([O:19][CH2:20][CH2:21][O:22][CH3:23])[CH:16]=[CH:15][C:14]=2[CH2:24][CH2:25][CH2:26][OH:27])=[N:4][CH:5]=[C:6]([C:8]([F:11])([F:10])[F:9])[CH:7]=1.[S:28]1[CH:32]=[CH:31][CH:30]=[C:29]1[CH2:33][CH2:34][NH:35][S:36]([NH2:39])(=[O:38])=[O:37].N12CCCN=C1CCCCC2.Cl.CN(C)[CH:54]=[O:55]. The catalyst is C(OCC)(=O)C. The product is [S:28]1[CH:32]=[CH:31][CH:30]=[C:29]1[CH2:33][CH2:34][NH:35][S:36]([NH:39][C:54](=[O:55])[O:27][CH2:26][CH2:25][CH2:24][C:14]1[CH:15]=[CH:16][C:17]([O:19][CH2:20][CH2:21][O:22][CH3:23])=[CH:18][C:13]=1[O:12][C:3]1[C:2]([Cl:1])=[CH:7][C:6]([C:8]([F:9])([F:11])[F:10])=[CH:5][N:4]=1)(=[O:38])=[O:37]. The yield is 0.410. (3) The reactants are [CH3:1][O:2][C:3]([C:5]1[S:6][C:7]([C:11]2[CH:16]=[CH:15][CH:14]=[CH:13][CH:12]=2)=[CH:8][C:9]=1[NH2:10])=[O:4].[CH2:17]([O:19][C:20](=[O:32])[CH2:21][CH2:22][CH2:23][C:24]([CH:26]1[CH2:31][CH2:30][CH2:29][CH2:28][CH2:27]1)=O)[CH3:18].C1([SiH3])C=CC=CC=1.C([Sn](Cl)(Cl)CCCC)CCC. The catalyst is O1CCOCC1. The product is [CH3:1][O:2][C:3]([C:5]1[S:6][C:7]([C:11]2[CH:16]=[CH:15][CH:14]=[CH:13][CH:12]=2)=[CH:8][C:9]=1[NH:10][CH:24]([CH:26]1[CH2:31][CH2:30][CH2:29][CH2:28][CH2:27]1)[CH2:23][CH2:22][CH2:21][C:20]([O:19][CH2:17][CH3:18])=[O:32])=[O:4]. The yield is 0.150. (4) The reactants are [O:1]1[C:5]2[CH:6]=[CH:7][C:8]([C:10]3([C:13]([OH:15])=O)[CH2:12][CH2:11]3)=[CH:9][C:4]=2[O:3][CH2:2]1.CN(C(ON1N=NC2C=CC=CC1=2)=[N+](C)C)C.F[P-](F)(F)(F)(F)F.CCN(CC)CC.[NH2:47][C:48]1[CH:49]=[C:50]2[C:54](=[CH:55][CH:56]=1)[NH:53][C:52]([CH:57]([CH3:60])[CH2:58][OH:59])=[CH:51]2. The catalyst is C(#N)C. The product is [O:1]1[C:5]2[CH:6]=[CH:7][C:8]([C:10]3([C:13]([NH:47][C:48]4[CH:49]=[C:50]5[C:54](=[CH:55][CH:56]=4)[NH:53][C:52]([CH:57]([CH3:60])[CH2:58][OH:59])=[CH:51]5)=[O:15])[CH2:11][CH2:12]3)=[CH:9][C:4]=2[O:3][CH2:2]1. The yield is 0.510. (5) The reactants are [CH2:1]([C:4]([CH2:11][C:12]#[CH:13])(C(O)=O)[C:5]([OH:7])=[O:6])[C:2]#[CH:3].C(=O)=O. No catalyst specified. The product is [CH2:1]([CH:4]([CH2:11][C:12]#[CH:13])[C:5]([OH:7])=[O:6])[C:2]#[CH:3]. The yield is 0.799. (6) The reactants are [OH:1][C:2]1[CH:7]=[CH:6][C:5]([N+:8]([O-:10])=[O:9])=[CH:4][N:3]=1.[Cl:11]N1C(=O)CCC1=O.O. The catalyst is CN(C=O)C. The product is [Cl:11][C:7]1[C:2]([OH:1])=[N:3][CH:4]=[C:5]([N+:8]([O-:10])=[O:9])[CH:6]=1. The yield is 0.950.